This data is from Forward reaction prediction with 1.9M reactions from USPTO patents (1976-2016). The task is: Predict the product of the given reaction. (1) Given the reactants C1(P(C2C=CC=CC=2)C2C=CC3C(=CC=CC=3)C=2C2C3C(=CC=CC=3)C=CC=2P(C2C=CC=CC=2)C2C=CC=CC=2)C=CC=CC=1.C(=O)([O-])[O-].[Cs+].[Cs+].Br[C:54]1[CH:59]=[C:58]([CH3:60])[CH:57]=[CH:56][C:55]=1[O:61][CH3:62].[NH:63]1[CH2:68][CH2:67][NH:66][CH2:65][CH2:64]1, predict the reaction product. The product is: [CH3:62][O:61][C:55]1[CH:56]=[CH:57][C:58]([CH3:60])=[CH:59][C:54]=1[N:63]1[CH2:68][CH2:67][NH:66][CH2:65][CH2:64]1. (2) Given the reactants [Cl:1][C:2]1[CH:3]=[C:4]([CH2:8][OH:9])[CH:5]=[N:6][CH:7]=1.C(N(CC)CC)C.Cl, predict the reaction product. The product is: [Cl:1][C:2]1[CH:7]=[N:6][CH:5]=[C:4]([CH:3]=1)[CH:8]=[O:9]. (3) Given the reactants [NH2:1][C:2]1[C:3]([C:9]([OH:11])=O)=[N:4][C:5]([CH3:8])=[CH:6][CH:7]=1.[NH:12]1[CH2:15][CH2:14][CH2:13]1.CN(C(ON1N=NC2C=CC=NC1=2)=[N+](C)C)C.F[P-](F)(F)(F)(F)F.CN1CCOCC1, predict the reaction product. The product is: [NH2:1][C:2]1[C:3]([C:9]([N:12]2[CH2:15][CH2:14][CH2:13]2)=[O:11])=[N:4][C:5]([CH3:8])=[CH:6][CH:7]=1. (4) Given the reactants C([O:5][C:6]([C:8]1[O:9][C:10]2[CH:17]=[CH:16][CH:15]=[C:14]([O:18][CH2:19][C:20](=[O:24])[N:21]([CH3:23])[CH3:22])[C:11]=2[C:12]=1[CH3:13])=[O:7])(C)(C)C.C(O)(C(F)(F)F)=O.C(Cl)Cl, predict the reaction product. The product is: [CH3:22][N:21]([CH3:23])[C:20]([CH2:19][O:18][C:14]1[C:11]2[C:12]([CH3:13])=[C:8]([C:6]([OH:7])=[O:5])[O:9][C:10]=2[CH:17]=[CH:16][CH:15]=1)=[O:24]. (5) Given the reactants [CH3:1][O:2][C:3]1[C:4]([O:29][CH2:30][CH2:31][CH2:32][S:33]([CH3:36])(=[O:35])=[O:34])=[CH:5][C:6]2[CH2:15][CH:14]([C:16]([CH3:21])([CH3:20])[CH2:17][O:18][CH3:19])[N:13]3[C:8](=[CH:9][C:10](=[O:27])[C:11]([C:22]([O:24]CC)=[O:23])=[CH:12]3)[C:7]=2[CH:28]=1.[Li+].[OH-].Cl, predict the reaction product. The product is: [CH3:1][O:2][C:3]1[C:4]([O:29][CH2:30][CH2:31][CH2:32][S:33]([CH3:36])(=[O:34])=[O:35])=[CH:5][C:6]2[CH2:15][CH:14]([C:16]([CH3:20])([CH3:21])[CH2:17][O:18][CH3:19])[N:13]3[C:8](=[CH:9][C:10](=[O:27])[C:11]([C:22]([OH:24])=[O:23])=[CH:12]3)[C:7]=2[CH:28]=1.